From a dataset of Reaction yield outcomes from USPTO patents with 853,638 reactions. Predict the reaction yield, written as a fraction of the theoretical maximum amount of product (1.0 means a 100% yield; for example, 0.34 means a 34% yield). (1) The reactants are Br[C:2]1[N:6]2[CH:7]=[C:8]([C:12]3[CH:17]=[CH:16][C:15]([C:18]([F:21])([F:20])[F:19])=[CH:14][CH:13]=3)[NH:9][C:10](=[O:11])[C:5]2=[CH:4][CH:3]=1.[CH3:22]N(C)CCO.C[Zn]C.C1(C)C=CC=CC=1. The catalyst is O1CCCC1. The product is [CH3:22][C:2]1[N:6]2[CH:7]=[C:8]([C:12]3[CH:17]=[CH:16][C:15]([C:18]([F:21])([F:20])[F:19])=[CH:14][CH:13]=3)[NH:9][C:10](=[O:11])[C:5]2=[CH:4][CH:3]=1. The yield is 0.170. (2) The catalyst is [Cu]I.CCOC(C)=O.O.CS(C)=O. The product is [F:1][C:2]1[CH:8]=[CH:7][C:5]([NH:6][C:10]2[CH:15]=[CH:14][C:13]([O:16][CH3:17])=[CH:12][CH:11]=2)=[CH:4][CH:3]=1. The yield is 0.778. The reactants are [F:1][C:2]1[CH:8]=[CH:7][C:5]([NH2:6])=[CH:4][CH:3]=1.I[C:10]1[CH:15]=[CH:14][C:13]([O:16][CH3:17])=[CH:12][CH:11]=1.C([O-])([O-])=O.[K+].[K+].N1CCC[C@H]1C(O)=O. (3) The reactants are [C:1]([O:5][C:6]([N:8]1[CH:13]2[CH2:14][CH2:15][CH:9]1[CH2:10][C:11](=[O:16])[CH2:12]2)=[O:7])([CH3:4])([CH3:3])[CH3:2].[Li+].CC([N-]C(C)C)C.C1C=CC(N([S:32]([C:35]([F:38])([F:37])[F:36])(=[O:34])=[O:33])[S:32]([C:35]([F:38])([F:37])[F:36])(=[O:34])=[O:33])=CC=1. The catalyst is C1COCC1. The product is [C:1]([O:5][C:6]([N:8]1[CH:13]2[CH2:14][CH2:15][CH:9]1[CH:10]=[C:11]([O:16][S:32]([C:35]([F:38])([F:37])[F:36])(=[O:34])=[O:33])[CH2:12]2)=[O:7])([CH3:4])([CH3:2])[CH3:3]. The yield is 0.900. (4) The product is [CH2:1]([N:6]1[C:14]2[N:13]=[CH:12][NH:11][C:10]=2[C:9](=[O:15])[NH:8]/[C:7]/1=[N:17]\[NH2:18])[CH2:2][CH2:3][CH2:4][CH3:5]. The catalyst is O. The reactants are [CH2:1]([N:6]1[C:14]2[N:13]=[CH:12][NH:11][C:10]=2[C:9](=[O:15])[NH:8][C:7]1=S)[CH2:2][CH2:3][CH2:4][CH3:5].[NH2:17][NH2:18]. The yield is 0.780. (5) The reactants are [Cl:1][C:2]1[CH:3]=[C:4]2[C:9](=[CH:10][CH:11]=1)[N:8]=[C:7]([NH:12][C:13](=[O:17])OCC)[C:6]([O:18][CH3:19])=[N:5]2.[Cl:20][C:21]1[CH:26]=[CH:25][C:24]([N:27]2[CH2:32][CH2:31][NH:30][CH2:29][CH2:28]2)=[CH:23][CH:22]=1. No catalyst specified. The product is [Cl:1][C:2]1[CH:3]=[C:4]2[C:9](=[CH:10][CH:11]=1)[N:8]=[C:7]([NH:12][C:13]([N:30]1[CH2:29][CH2:28][N:27]([C:24]3[CH:23]=[CH:22][C:21]([Cl:20])=[CH:26][CH:25]=3)[CH2:32][CH2:31]1)=[O:17])[C:6]([O:18][CH3:19])=[N:5]2. The yield is 0.940. (6) The reactants are [C:1]([O:5][C:6]([NH:8][C:9]1([CH2:12][C:13]([OH:15])=O)[CH2:11][CH2:10]1)=[O:7])([CH3:4])([CH3:3])[CH3:2].[CH2:16]([O:23][N:24]1[C:30](=[O:31])[N:29]2[CH2:32][C@H:25]1[CH2:26][CH2:27][C@H:28]2[C:33]([NH:35][NH2:36])=[O:34])[C:17]1[CH:22]=[CH:21][CH:20]=[CH:19][CH:18]=1.CCN(C(C)C)C(C)C.CN(C(ON1N=NC2C=CC=NC1=2)=[N+](C)C)C.F[P-](F)(F)(F)(F)F. The catalyst is CN(C=O)C. The product is [CH2:16]([O:23][N:24]1[C:30](=[O:31])[N:29]2[CH2:32][C@H:25]1[CH2:26][CH2:27][C@H:28]2[C:33]([NH:35][NH:36][C:13](=[O:15])[CH2:12][C:9]1([NH:8][C:6](=[O:7])[O:5][C:1]([CH3:2])([CH3:3])[CH3:4])[CH2:10][CH2:11]1)=[O:34])[C:17]1[CH:22]=[CH:21][CH:20]=[CH:19][CH:18]=1. The yield is 0.700.